This data is from Full USPTO retrosynthesis dataset with 1.9M reactions from patents (1976-2016). The task is: Predict the reactants needed to synthesize the given product. (1) The reactants are: [F:1][C:2]([F:21])([F:20])[O:3][C:4]1[CH:5]=[C:6]([C:10]2[CH:15]=[CH:14][N:13]=[C:12]([C:16](=[N:18][OH:19])[NH2:17])[CH:11]=2)[CH:7]=[CH:8][CH:9]=1.[C:22](N1C=CN=C1)(N1C=CN=C1)=[O:23].N12CCCN=C1CCCCC2.Cl. Given the product [F:21][C:2]([F:20])([F:1])[O:3][C:4]1[CH:5]=[C:6]([C:10]2[CH:15]=[CH:14][N:13]=[C:12]([C:16]3[NH:18][O:19][C:22](=[O:23])[N:17]=3)[CH:11]=2)[CH:7]=[CH:8][CH:9]=1, predict the reactants needed to synthesize it. (2) Given the product [Cl:8][C:4]1[CH:5]=[CH:6][CH:7]=[C:2]([Cl:1])[C:3]=1[S:9][CH2:10][C:11]1[C:15]([CH2:16][O:17][C:22]2[CH:23]=[CH:24][C:25]([C:28]3[CH:29]=[C:30]4[C:35](=[CH:36][CH:37]=3)[N:34]=[C:33]([C:38]([O:40][CH2:41][CH3:42])=[O:39])[CH:32]=[CH:31]4)=[CH:26][CH:27]=2)=[C:14]([CH:18]([CH3:20])[CH3:19])[O:13][N:12]=1, predict the reactants needed to synthesize it. The reactants are: [Cl:1][C:2]1[CH:7]=[CH:6][CH:5]=[C:4]([Cl:8])[C:3]=1[S:9][CH2:10][C:11]1[C:15]([CH2:16][OH:17])=[C:14]([CH:18]([CH3:20])[CH3:19])[O:13][N:12]=1.O[C:22]1[CH:27]=[CH:26][C:25]([C:28]2[CH:29]=[C:30]3[C:35](=[CH:36][CH:37]=2)[N:34]=[C:33]([C:38]([O:40][CH2:41][CH3:42])=[O:39])[CH:32]=[CH:31]3)=[CH:24][CH:23]=1.C1(P(C2C=CC=CC=2)C2C=CC=CC=2)C=CC=CC=1.N(C(OC(C)(C)C)=O)=NC(OC(C)(C)C)=O. (3) Given the product [CH:12]1([C:4]2[C:3]([CH3:15])=[C:2]([NH:28][C:26]3[C:25]([C:29]4[CH:34]=[N:33][CH:32]=[N:31][CH:30]=4)=[CH:24][N:23]=[C:22]([N:19]4[CH2:18][CH2:17][O:16][CH2:21][CH2:20]4)[CH:27]=3)[C:11]3[C:6](=[N:7][CH:8]=[CH:9][CH:10]=3)[N:5]=2)[CH2:14][CH2:13]1, predict the reactants needed to synthesize it. The reactants are: Cl[C:2]1[C:11]2[C:6](=[N:7][CH:8]=[CH:9][CH:10]=2)[N:5]=[C:4]([CH:12]2[CH2:14][CH2:13]2)[C:3]=1[CH3:15].[O:16]1[CH2:21][CH2:20][N:19]([C:22]2[CH:27]=[C:26]([NH2:28])[C:25]([C:29]3[CH:30]=[N:31][CH:32]=[N:33][CH:34]=3)=[CH:24][N:23]=2)[CH2:18][CH2:17]1.CC(C1C=C(C(C)C)C(C2C=CC=CC=2P(C2CCCCC2)C2CCCCC2)=C(C(C)C)C=1)C.CC(C)([O-])C.[Na+]. (4) Given the product [Br:8][C:6]1[CH:7]=[C:2]([NH:11][C:12]2[CH:21]=[C:20]3[C:15]([CH2:16][CH2:17][N:18]([C:22]([O:24][C:25]([CH3:28])([CH3:27])[CH3:26])=[O:23])[CH2:19]3)=[CH:14][N:13]=2)[C:3](=[O:10])[N:4]([CH3:9])[CH:5]=1, predict the reactants needed to synthesize it. The reactants are: Br[C:2]1[C:3](=[O:10])[N:4]([CH3:9])[CH:5]=[C:6]([Br:8])[CH:7]=1.[NH2:11][C:12]1[CH:21]=[C:20]2[C:15]([CH2:16][CH2:17][N:18]([C:22]([O:24][C:25]([CH3:28])([CH3:27])[CH3:26])=[O:23])[CH2:19]2)=[CH:14][N:13]=1.C(=O)([O-])[O-].[Cs+].[Cs+].